This data is from Peptide-MHC class I binding affinity with 185,985 pairs from IEDB/IMGT. The task is: Regression. Given a peptide amino acid sequence and an MHC pseudo amino acid sequence, predict their binding affinity value. This is MHC class I binding data. (1) The peptide sequence is YMMDGNECP. The binding affinity (normalized) is 0.0847. The MHC is HLA-B51:01 with pseudo-sequence HLA-B51:01. (2) The peptide sequence is RYLKDQQLL. The MHC is HLA-A29:02 with pseudo-sequence HLA-A29:02. The binding affinity (normalized) is 0. (3) The peptide sequence is EMGANFRADR. The MHC is HLA-A31:01 with pseudo-sequence HLA-A31:01. The binding affinity (normalized) is 0. (4) The peptide sequence is YIIRRSGCR. The MHC is HLA-A33:01 with pseudo-sequence HLA-A33:01. The binding affinity (normalized) is 0.514. (5) The peptide sequence is YIDNTTSWY. The MHC is HLA-B08:02 with pseudo-sequence HLA-B08:02. The binding affinity (normalized) is 0.0847. (6) The peptide sequence is NVFISPASI. The MHC is HLA-A02:06 with pseudo-sequence HLA-A02:06. The binding affinity (normalized) is 0.400.